Dataset: CYP2C19 inhibition data for predicting drug metabolism from PubChem BioAssay. Task: Regression/Classification. Given a drug SMILES string, predict its absorption, distribution, metabolism, or excretion properties. Task type varies by dataset: regression for continuous measurements (e.g., permeability, clearance, half-life) or binary classification for categorical outcomes (e.g., BBB penetration, CYP inhibition). Dataset: cyp2c19_veith. (1) The molecule is Cn1cccc1C(=O)N1CCC[C@@]2(CCN(Cc3ccc(C#N)cc3)C2)C1. The result is 0 (non-inhibitor). (2) The molecule is S=C(Nc1cccc(Cl)c1)NC1CCCCC1. The result is 1 (inhibitor). (3) The molecule is Cc1ccccc1NC(=O)c1cnc(Nc2nc3ccccc3s2)nc1C. The result is 0 (non-inhibitor). (4) The compound is Nc1ccc2oc(CCc3ccccc3)nc2c1. The result is 1 (inhibitor).